From a dataset of Full USPTO retrosynthesis dataset with 1.9M reactions from patents (1976-2016). Predict the reactants needed to synthesize the given product. (1) Given the product [Br:17][C:10]1[C:9]([O:12][CH3:13])=[C:8]([C:14]#[N:15])[C:7](=[O:16])[N:6]([CH:4]([CH:1]2[CH2:3][CH2:2]2)[CH3:5])[CH:11]=1, predict the reactants needed to synthesize it. The reactants are: [CH:1]1([CH:4]([N:6]2[CH:11]=[CH:10][C:9]([O:12][CH3:13])=[C:8]([C:14]#[N:15])[C:7]2=[O:16])[CH3:5])[CH2:3][CH2:2]1.[Br:17]N1C(=O)CCC1=O. (2) Given the product [Cl:32][C:25]1[CH:24]=[CH:23][C:22]([NH:21][C:19]([NH:18][C:15]2[CH:16]=[CH:17][C:12]([O:11][C:7]3[CH:8]=[CH:9][N:10]=[C:5]([C:3](=[O:4])[NH:2][CH2:1][CH2:42][OH:43])[CH:6]=3)=[CH:13][CH:14]=2)=[O:20])=[CH:27][C:26]=1[C:28]([F:31])([F:29])[F:30], predict the reactants needed to synthesize it. The reactants are: [CH3:1][NH:2][C:3]([C:5]1[CH:6]=[C:7]([O:11][C:12]2[CH:13]=[CH:14][C:15]([NH:18][C:19]([NH:21][C:22]3[CH:23]=[CH:24][C:25]([Cl:32])=[C:26]([C:28]([F:31])([F:30])[F:29])[CH:27]=3)=[O:20])=[CH:16][CH:17]=2)[CH:8]=[CH:9][N:10]=1)=[O:4].C(N(CC)C(C)C)(C)C.[C:42](O)(C(F)(F)F)=[O:43]. (3) The reactants are: [NH:1]1[C:9]2[CH2:8][CH2:7][CH2:6][C:5](=[O:10])[C:4]=2[CH:3]=[CH:2]1.[OH-].[Na+].Cl[CH2:14][CH2:15][N:16]1[CH2:21][CH2:20][N:19]([C:22]2[CH:27]=[CH:26][CH:25]=[CH:24][C:23]=2[O:28][CH3:29])[CH2:18][CH2:17]1.C(OCC)(=O)C. Given the product [CH3:29][O:28][C:23]1[CH:24]=[CH:25][CH:26]=[CH:27][C:22]=1[N:19]1[CH2:18][CH2:17][N:16]([CH2:15][CH2:14][N:1]2[C:9]3[CH2:8][CH2:7][CH2:6][C:5](=[O:10])[C:4]=3[CH:3]=[CH:2]2)[CH2:21][CH2:20]1, predict the reactants needed to synthesize it. (4) The reactants are: [NH2:1][C:2]([C:4]1[N:8]2[C:9]3[CH:32]=[CH:31][C:30]([Cl:33])=[CH:29][C:10]=3[C@@H:11]([C:19]3[CH:24]=[CH:23][CH:22]=[C:21]([O:25][CH3:26])[C:20]=3[O:27][CH3:28])[O:12][C@H:13]([CH2:14][CH2:15][C:16]([OH:18])=O)[C:7]2=[CH:6][CH:5]=1)=[O:3].[NH:34]1[CH2:39][CH2:38][CH:37]([CH2:40][C:41]([O:43][CH2:44][CH3:45])=[O:42])[CH2:36][CH2:35]1.Cl.C(N=C=NCCCN(C)C)C.ON1C2C=CC=CC=2N=N1. Given the product [NH2:1][C:2]([C:4]1[N:8]2[C:9]3[CH:32]=[CH:31][C:30]([Cl:33])=[CH:29][C:10]=3[C@@H:11]([C:19]3[CH:24]=[CH:23][CH:22]=[C:21]([O:25][CH3:26])[C:20]=3[O:27][CH3:28])[O:12][C@H:13]([CH2:14][CH2:15][C:16]([N:34]3[CH2:39][CH2:38][CH:37]([CH2:40][C:41]([O:43][CH2:44][CH3:45])=[O:42])[CH2:36][CH2:35]3)=[O:18])[C:7]2=[CH:6][CH:5]=1)=[O:3], predict the reactants needed to synthesize it. (5) Given the product [Cl:38][CH2:37][CH2:36][O:12][C:11]1[CH:10]=[C:9]2[C:5]([C:6]([C:14]3[N:22]([S:23]([C:26]4[CH:27]=[CH:28][C:29]([CH3:32])=[CH:30][CH:31]=4)(=[O:25])=[O:24])[C:17]4=[N:18][CH:19]=[CH:20][CH:21]=[C:16]4[CH:15]=3)=[CH:7][N:8]2[CH3:13])=[CH:4][C:3]=1[O:2][CH3:1], predict the reactants needed to synthesize it. The reactants are: [CH3:1][O:2][C:3]1[CH:4]=[C:5]2[C:9](=[CH:10][C:11]=1[OH:12])[N:8]([CH3:13])[CH:7]=[C:6]2[C:14]1[N:22]([S:23]([C:26]2[CH:31]=[CH:30][C:29]([CH3:32])=[CH:28][CH:27]=2)(=[O:25])=[O:24])[C:17]2=[N:18][CH:19]=[CH:20][CH:21]=[C:16]2[CH:15]=1.[H-].[Na+].Br[CH2:36][CH2:37][Cl:38].C1CCCCC1.C(OCC)(=O)C. (6) Given the product [Cl:1][C@H:2]1[C@H:6]([CH2:7][CH2:8][CH2:9][C:10]2[S:14][C:13]([C:15]([O:17][CH3:18])=[O:16])=[CH:12][CH:11]=2)[C@@H:5](/[CH:19]=[CH:20]/[C@@H:21]([OH:28])[CH2:22][CH2:23][CH2:24][C@H:25]([OH:27])[CH3:26])[C@H:4]([OH:29])[CH2:3]1, predict the reactants needed to synthesize it. The reactants are: [Cl:1][C@H:2]1[C@H:6]([CH2:7][CH2:8][CH2:9][C:10]2[S:14][C:13]([C:15]([O:17][CH3:18])=[O:16])=[CH:12][CH:11]=2)[C@@H:5](/[CH:19]=[CH:20]/[C@@H:21]([OH:28])[CH2:22][CH2:23][CH2:24][C@H:25]([OH:27])[CH3:26])[C@H:4]([O:29]C2CCCCO2)[CH2:3]1.C1(C)C=CC(S([O-])(=O)=O)=CC=1.[NH+]1C=CC=CC=1. (7) Given the product [OH:1][CH:2]1[CH2:3][CH2:4][CH:5]([NH:8][C:9](=[O:19])/[CH:10]=[CH:34]/[C:33]2[CH:36]=[CH:37][CH:38]=[CH:39][C:32]=2[S:31][CH:28]([CH3:30])[CH3:29])[CH2:6][CH2:7]1, predict the reactants needed to synthesize it. The reactants are: [OH:1][CH:2]1[CH2:7][CH2:6][CH:5]([NH:8][C:9](=[O:19])[CH2:10]P(=O)(OCC)OCC)[CH2:4][CH2:3]1.[Li+].CC([N-]C(C)C)C.[CH:28]([S:31][C:32]1[CH:39]=[CH:38][CH:37]=[CH:36][C:33]=1[CH:34]=O)([CH3:30])[CH3:29].O. (8) Given the product [CH3:35][C@H:32]1[CH2:33][CH2:34][C@H:29]([N:15]([CH2:14][CH2:13][C:12]#[C:11][C:8]2[CH:7]=[CH:6][CH:5]=[CH:10][CH:9]=2)[C:16](=[O:28])[NH:17][C:18]2[S:19][C:20]([S:23][CH2:24][C:25]([OH:27])=[O:26])=[CH:21][N:22]=2)[CH2:30][CH2:31]1, predict the reactants needed to synthesize it. The reactants are: CS([C:5]1[CH:10]=[CH:9][C:8]([C:11]#[C:12][CH2:13][CH2:14][N:15]([C@H:29]2[CH2:34][CH2:33][C@H:32]([CH3:35])[CH2:31][CH2:30]2)[C:16](=[O:28])[NH:17][C:18]2[S:19][C:20]([S:23][CH2:24][C:25]([OH:27])=[O:26])=[CH:21][N:22]=2)=[CH:7][CH:6]=1)(=O)=O.BrC1C=CC=CC=1. (9) Given the product [CH3:32][C:29]1[C:28]([CH3:33])=[C:27]([NH:26][C:25]([N:15]2[CH2:16][CH2:17][C:11]3([CH2:10][CH:9]([C:5]4[CH:6]=[CH:7][CH:8]=[C:3]([CH3:2])[CH:4]=4)[CH2:12]3)[CH2:13][CH2:14]2)=[O:24])[O:31][N:30]=1, predict the reactants needed to synthesize it. The reactants are: Cl.[CH3:2][C:3]1[CH:4]=[C:5]([CH:9]2[CH2:12][C:11]3([CH2:17][CH2:16][NH:15][CH2:14][CH2:13]3)[CH2:10]2)[CH:6]=[CH:7][CH:8]=1.C1([O:24][C:25](=O)[NH:26][C:27]2[O:31][N:30]=[C:29]([CH3:32])[C:28]=2[CH3:33])C=CC=CC=1.